This data is from Catalyst prediction with 721,799 reactions and 888 catalyst types from USPTO. The task is: Predict which catalyst facilitates the given reaction. (1) Reactant: [O:1](S(C(F)(F)F)(=O)=O)[S:2]([C:5]([F:8])([F:7])[F:6])(=[O:4])=[O:3].[CH3:16][N:17]([CH3:29])[C@@H:18]1[CH2:27][CH2:26][C:25]2[C:24](O)=[CH:23][CH:22]=[CH:21][C:20]=2[CH2:19]1.CCN(CC)CC. Product: [F:6][C:5]([F:8])([F:7])[S:2]([O:1][C:24]1[C:25]2[CH2:26][CH2:27][C@@H:18]([N:17]([CH3:29])[CH3:16])[CH2:19][C:20]=2[CH:21]=[CH:22][CH:23]=1)(=[O:4])=[O:3]. The catalyst class is: 448. (2) Product: [CH2:8]([NH:15][C:16](=[O:38])[N:17]([C:19]1[CH:20]=[C:21]([C:25]2[CH:30]=[CH:29][C:28]([CH2:31][CH2:32][C:33]([O:35][CH3:36])=[O:34])=[CH:27][C:26]=2[O:37][CH2:2][CH2:3][C:4]([F:7])([F:6])[F:5])[CH:22]=[CH:23][CH:24]=1)[CH3:18])[CH2:9][CH2:10][CH2:11][CH2:12][CH2:13][CH3:14]. The catalyst class is: 311. Reactant: I[CH2:2][CH2:3][C:4]([F:7])([F:6])[F:5].[CH2:8]([NH:15][C:16](=[O:38])[N:17]([C:19]1[CH:20]=[C:21]([C:25]2[CH:30]=[CH:29][C:28]([CH2:31][CH2:32][C:33]([O:35][CH3:36])=[O:34])=[CH:27][C:26]=2[OH:37])[CH:22]=[CH:23][CH:24]=1)[CH3:18])[CH2:9][CH2:10][CH2:11][CH2:12][CH2:13][CH3:14].C(=O)([O-])[O-].[K+].[K+]. (3) Reactant: [Br:1][C:2]1[CH:6]=[C:5]([N:7]2[CH2:11][CH2:10][CH2:9][C@@H:8]2[CH2:12][NH:13][CH3:14])[N:4]([CH3:15])[N:3]=1.C(N(CC)CC)C.[C:31](O[C:31]([O:33][C:34]([CH3:37])([CH3:36])[CH3:35])=[O:32])([O:33][C:34]([CH3:37])([CH3:36])[CH3:35])=[O:32]. Product: [C:34]([O:33][C:31](=[O:32])[N:13]([CH2:12][C@H:8]1[CH2:9][CH2:10][CH2:11][N:7]1[C:5]1[N:4]([CH3:15])[N:3]=[C:2]([Br:1])[CH:6]=1)[CH3:14])([CH3:35])([CH3:36])[CH3:37]. The catalyst class is: 7. (4) The catalyst class is: 10. Reactant: [Cl:1][C:2]1[C:3]([NH:23][C:24](=[O:32])[CH2:25][CH:26]2[CH2:31][CH2:30][CH2:29][CH2:28][CH2:27]2)=[C:4]2[C:9](=[CH:10][CH:11]=1)[N:8]=[C:7]([N:12]1[CH2:17][CH2:16][CH2:15][C@@H:14](OS(C)(=O)=O)[CH2:13]1)[CH:6]=[CH:5]2.[NH2:33][CH2:34][CH2:35][OH:36]. Product: [Cl:1][C:2]1[C:3]([NH:23][C:24](=[O:32])[CH2:25][CH:26]2[CH2:27][CH2:28][CH2:29][CH2:30][CH2:31]2)=[C:4]2[C:9](=[CH:10][CH:11]=1)[N:8]=[C:7]([N:12]1[CH2:17][CH2:16][CH2:15][CH:14]([NH:33][CH2:34][CH2:35][OH:36])[CH2:13]1)[CH:6]=[CH:5]2. (5) The catalyst class is: 11. Reactant: [Cl:1][C:2]1[C:10]2[N:9]=[C:8]([CH:11]([C:13]3[CH:18]=[CH:17][C:16]([Cl:19])=[CH:15][C:14]=3[Cl:20])[OH:12])[N:7]([CH2:21][CH2:22][CH2:23]O)[C:6]=2[C:5]([C:25]([O:27][CH3:28])=[O:26])=[CH:4][CH:3]=1. Product: [Cl:1][C:2]1[CH:3]=[CH:4][C:5]([C:25]([O:27][CH3:28])=[O:26])=[C:6]2[C:10]=1[N:9]=[C:8]1[CH:11]([C:13]3[CH:18]=[CH:17][C:16]([Cl:19])=[CH:15][C:14]=3[Cl:20])[O:12][CH2:23][CH2:22][CH2:21][N:7]21. (6) Reactant: Cl[C:2]1[C:7]([C:8]#[N:9])=[C:6]([Cl:10])[N:5]=[C:4]([N:11]([CH:13]2[CH2:15][CH2:14]2)C)[N:3]=1.[C:16]1([N:22]2[CH2:27][CH2:26][NH:25][CH2:24][CH2:23]2)[CH:21]=[CH:20][CH:19]=[CH:18][CH:17]=1.[CH2:28](N(C(C)C)C(C)C)C. Product: [Cl:10][C:6]1[C:7]([C:8]#[N:9])=[C:2]([N:25]2[CH2:26][CH2:27][N:22]([C:16]3[CH:21]=[CH:20][CH:19]=[CH:18][CH:17]=3)[CH2:23][CH2:24]2)[N:3]=[C:4]([NH:11][CH2:13][CH:15]2[CH2:14][CH2:28]2)[N:5]=1. The catalyst class is: 12. (7) Reactant: [CH2:1]([OH:5])[CH2:2][CH2:3][CH3:4].[C:6](O)(=[O:9])[CH:7]=[CH2:8].S(=O)(=O)(O)O.C1C2NC3C(=CC=CC=3)SC=2C=CC=1. Product: [C:6]([O:5][CH2:1][CH2:2][CH2:3][CH3:4])(=[O:9])[CH:7]=[CH2:8]. The catalyst class is: 6.